From a dataset of Forward reaction prediction with 1.9M reactions from USPTO patents (1976-2016). Predict the product of the given reaction. (1) Given the reactants [C:1]1([C:7]2[NH:11][N:10]=[N:9][N:8]=2)[CH:6]=[CH:5][CH:4]=[CH:3][CH:2]=1.[NH:12]1[CH2:17][CH2:16][O:15][CH2:14][CH2:13]1.C=O.[CH3:20]CCCCC, predict the reaction product. The product is: [C:1]1([C:7]2[N:11]([CH2:20][N:12]3[CH2:17][CH2:16][O:15][CH2:14][CH2:13]3)[N:10]=[N:9][N:8]=2)[CH:2]=[CH:3][CH:4]=[CH:5][CH:6]=1. (2) Given the reactants [O:1]1[C:5]2[CH:6]=[CH:7][C:8]([C:10]3[C:19]4[C:20](=[O:23])[O:21][CH2:22][C:18]=4[C:17]([O:24][CH3:25])=[C:16]4[C:11]=3[CH:12]=[C:13]([O:28][CH3:29])[C:14]([O:26][CH3:27])=[CH:15]4)=[CH:9][C:4]=2[O:3][CH2:2]1.C[Al](C)C.Cl.[CH3:35][NH2:36], predict the reaction product. The product is: [CH3:35][NH:36][C:20]([C:19]1[C:18]([CH2:22][OH:21])=[C:17]([O:24][CH3:25])[C:16]2[C:11](=[CH:12][C:13]([O:28][CH3:29])=[C:14]([O:26][CH3:27])[CH:15]=2)[C:10]=1[C:8]1[CH:7]=[CH:6][C:5]2[O:1][CH2:2][O:3][C:4]=2[CH:9]=1)=[O:23].